This data is from Forward reaction prediction with 1.9M reactions from USPTO patents (1976-2016). The task is: Predict the product of the given reaction. (1) The product is: [CH3:1][C@H:2]1[CH2:7][C@@H:6]([OH:8])[C@H:5]([CH:9]([CH3:11])[CH3:10])[CH2:4][CH2:3]1.[C:12]([O-:18])(=[O:17])[CH2:13][C:14]([CH3:16])=[O:15]. Given the reactants [CH3:1][C@H:2]1[CH2:7][C@@H:6]([OH:8])[C@H:5]([CH:9]([CH3:11])[CH3:10])[CH2:4][CH2:3]1.[C:12]([O:18]C)(=[O:17])[CH2:13][C:14]([CH3:16])=[O:15].C1(C)C=CC(S(O)(=O)=O)=CC=1.CCCCCCC, predict the reaction product. (2) Given the reactants [CH3:1][N:2]1[C:6]2=[N:7][CH:8]=[C:9]([C:11]([OH:13])=O)[CH:10]=[C:5]2[N:4]=[C:3]1[NH:14][C:15]1[S:16][C:17]2[CH:23]=[C:22]([O:24][C:25]([F:28])([F:27])[F:26])[CH:21]=[CH:20][C:18]=2[N:19]=1.[NH2:29][CH2:30][CH2:31][N:32]1[CH2:37][CH2:36][O:35][CH2:34][CH2:33]1.CN(C(ON1N=NC2C=CC=CC1=2)=[N+](C)C)C.F[P-](F)(F)(F)(F)F.CCN(C(C)C)C(C)C, predict the reaction product. The product is: [N:32]1([CH2:31][CH2:30][NH:29][C:11]([C:9]2[CH:10]=[C:5]3[N:4]=[C:3]([NH:14][C:15]4[S:16][C:17]5[CH:23]=[C:22]([O:24][C:25]([F:27])([F:28])[F:26])[CH:21]=[CH:20][C:18]=5[N:19]=4)[N:2]([CH3:1])[C:6]3=[N:7][CH:8]=2)=[O:13])[CH2:37][CH2:36][O:35][CH2:34][CH2:33]1. (3) Given the reactants [H-].[Na+].CC(C)([C:8]([O-:10])=[O:9])C([O-])=O.F[C:13]1[CH:18]=[CH:17][C:16]([F:19])=[CH:15][C:14]=1[N+:20]([O-:22])=[O:21].[Cl-].[NH4+].[C:25]([O:28][CH2:29]C)(=[O:27])[CH3:26].[CH3:31]CCCCC, predict the reaction product. The product is: [F:19][C:16]1[CH:17]=[CH:18][C:13]([CH:26]([C:8]([O:10][CH3:31])=[O:9])[C:25]([O:28][CH3:29])=[O:27])=[C:14]([N+:20]([O-:22])=[O:21])[CH:15]=1. (4) Given the reactants [Br:1][C:2]1[CH:7]=[CH:6][C:5]([C:8](=[N:22][O:23][CH2:24][CH3:25])[CH:9]2[CH2:14][CH2:13][N:12]([C:15]3([CH3:21])[CH2:20][CH2:19][NH:18][CH2:17][CH2:16]3)[CH2:11][CH2:10]2)=[CH:4][CH:3]=1.[OH:26][C:27]1[C:28]([CH3:40])=[N:29][C:30]2[C:35]([C:36]=1[C:37](O)=[O:38])=[CH:34][CH:33]=[CH:32][CH:31]=2.CCN(CC)CC.CN(C(ON1N=NC2C=CC=NC1=2)=[N+](C)C)C.F[P-](F)(F)(F)(F)F, predict the reaction product. The product is: [Br:1][C:2]1[CH:7]=[CH:6][C:5]([C:8](=[N:22][O:23][CH2:24][CH3:25])[CH:9]2[CH2:10][CH2:11][N:12]([C:15]3([CH3:21])[CH2:20][CH2:19][N:18]([C:37]([C:36]4[C:35]5[C:30](=[CH:31][CH:32]=[CH:33][CH:34]=5)[N:29]=[C:28]([CH3:40])[C:27]=4[OH:26])=[O:38])[CH2:17][CH2:16]3)[CH2:13][CH2:14]2)=[CH:4][CH:3]=1. (5) Given the reactants [C:1]([O:5][C:6]([NH:8][CH2:9][C:10]1[CH:32]=[CH:31][C:13]([C:14]([NH:16][CH2:17][C:18]2[CH:30]=[CH:29][C:21]([O:22][CH2:23][C:24]([O:26]CC)=[O:25])=[CH:20][CH:19]=2)=[O:15])=[CH:12][CH:11]=1)=[O:7])([CH3:4])([CH3:3])[CH3:2].O.[OH-].[Li+], predict the reaction product. The product is: [C:1]([O:5][C:6]([NH:8][CH2:9][C:10]1[CH:32]=[CH:31][C:13]([C:14]([NH:16][CH2:17][C:18]2[CH:19]=[CH:20][C:21]([O:22][CH2:23][C:24]([OH:26])=[O:25])=[CH:29][CH:30]=2)=[O:15])=[CH:12][CH:11]=1)=[O:7])([CH3:4])([CH3:2])[CH3:3].